From a dataset of Full USPTO retrosynthesis dataset with 1.9M reactions from patents (1976-2016). Predict the reactants needed to synthesize the given product. The reactants are: [C:1]([NH2:9])(=[NH:8])[C:2]1[CH:7]=[CH:6][N:5]=[CH:4][CH:3]=1.[CH:10](=[C:17]([C:20]#[N:21])[C:18]#[N:19])[C:11]1[CH:16]=[CH:15][CH:14]=[CH:13][CH:12]=1. Given the product [NH2:21][CH2:20][C:17]1[C:18]([NH2:19])=[N:8][C:1]([C:2]2[CH:7]=[CH:6][N:5]=[CH:4][CH:3]=2)=[N:9][C:10]=1[C:11]1[CH:16]=[CH:15][CH:14]=[CH:13][CH:12]=1, predict the reactants needed to synthesize it.